From a dataset of Full USPTO retrosynthesis dataset with 1.9M reactions from patents (1976-2016). Predict the reactants needed to synthesize the given product. Given the product [Si:31]([O:15][C:10]1[CH:11]=[CH:12][C:13]([CH3:14])=[C:8]([C:6]2[CH:5]=[C:4]([Cl:16])[N:3]=[C:2]([NH2:1])[N:7]=2)[CH:9]=1)([C:34]([CH3:37])([CH3:36])[CH3:35])([CH3:33])[CH3:32], predict the reactants needed to synthesize it. The reactants are: [NH2:1][C:2]1[N:7]=[C:6]([C:8]2[CH:9]=[C:10]([OH:15])[CH:11]=[CH:12][C:13]=2[CH3:14])[CH:5]=[C:4]([Cl:16])[N:3]=1.N1C(C)=CC=CC=1C.FC(F)(F)S(O[Si:31]([C:34]([CH3:37])([CH3:36])[CH3:35])([CH3:33])[CH3:32])(=O)=O.